This data is from NCI-60 drug combinations with 297,098 pairs across 59 cell lines. The task is: Regression. Given two drug SMILES strings and cell line genomic features, predict the synergy score measuring deviation from expected non-interaction effect. (1) Drug 1: C1C(C(OC1N2C=NC3=C2NC=NCC3O)CO)O. Drug 2: C(CCl)NC(=O)N(CCCl)N=O. Cell line: PC-3. Synergy scores: CSS=2.36, Synergy_ZIP=-0.842, Synergy_Bliss=-2.40, Synergy_Loewe=-4.76, Synergy_HSA=-5.18. (2) Drug 1: CC12CCC3C(C1CCC2=O)CC(=C)C4=CC(=O)C=CC34C. Drug 2: CN(CC1=CN=C2C(=N1)C(=NC(=N2)N)N)C3=CC=C(C=C3)C(=O)NC(CCC(=O)O)C(=O)O. Cell line: HCT116. Synergy scores: CSS=66.9, Synergy_ZIP=3.14, Synergy_Bliss=2.21, Synergy_Loewe=0.0117, Synergy_HSA=2.65. (3) Drug 1: CC12CCC3C(C1CCC2O)C(CC4=C3C=CC(=C4)O)CCCCCCCCCS(=O)CCCC(C(F)(F)F)(F)F. Drug 2: CCC1=C2CN3C(=CC4=C(C3=O)COC(=O)C4(CC)O)C2=NC5=C1C=C(C=C5)O. Cell line: ACHN. Synergy scores: CSS=48.7, Synergy_ZIP=4.32, Synergy_Bliss=3.40, Synergy_Loewe=-71.6, Synergy_HSA=4.69. (4) Drug 1: C1C(C(OC1N2C=NC3=C2NC=NCC3O)CO)O. Drug 2: CC1CCCC2(C(O2)CC(NC(=O)CC(C(C(=O)C(C1O)C)(C)C)O)C(=CC3=CSC(=N3)C)C)C. Cell line: RXF 393. Synergy scores: CSS=22.7, Synergy_ZIP=-0.283, Synergy_Bliss=-1.18, Synergy_Loewe=-11.3, Synergy_HSA=-1.21. (5) Cell line: OVCAR-5. Drug 1: CC1CCC2CC(C(=CC=CC=CC(CC(C(=O)C(C(C(=CC(C(=O)CC(OC(=O)C3CCCCN3C(=O)C(=O)C1(O2)O)C(C)CC4CCC(C(C4)OC)OCCO)C)C)O)OC)C)C)C)OC. Drug 2: C1CCC(C(C1)N)N.C(=O)(C(=O)[O-])[O-].[Pt+4]. Synergy scores: CSS=27.7, Synergy_ZIP=-12.3, Synergy_Bliss=-2.39, Synergy_Loewe=-20.4, Synergy_HSA=0.527.